This data is from Full USPTO retrosynthesis dataset with 1.9M reactions from patents (1976-2016). The task is: Predict the reactants needed to synthesize the given product. Given the product [F:40][C:21]([F:20])([F:39])[C:22]1[CH:31]=[C:30]2[C:25]([C:26]([S:32][CH2:33][CH2:34][CH2:35][CH2:36][CH2:37][NH:38][C:2]3[C:7]([C:8]([O:10][CH2:11][CH3:12])=[O:9])=[CH:6][N:5]=[C:4]4[N:13]([CH2:16][CH3:17])[N:14]=[CH:15][C:3]=34)=[CH:27][CH:28]=[N:29]2)=[CH:24][CH:23]=1, predict the reactants needed to synthesize it. The reactants are: Cl[C:2]1[C:7]([C:8]([O:10][CH2:11][CH3:12])=[O:9])=[CH:6][N:5]=[C:4]2[N:13]([CH2:16][CH3:17])[N:14]=[CH:15][C:3]=12.Cl.Cl.[F:20][C:21]([F:40])([F:39])[C:22]1[CH:31]=[C:30]2[C:25]([C:26]([S:32][CH2:33][CH2:34][CH2:35][CH2:36][CH2:37][NH2:38])=[CH:27][CH:28]=[N:29]2)=[CH:24][CH:23]=1.C(N(CC)CC)C.